This data is from Experimentally validated miRNA-target interactions with 360,000+ pairs, plus equal number of negative samples. The task is: Binary Classification. Given a miRNA mature sequence and a target amino acid sequence, predict their likelihood of interaction. (1) The miRNA is hsa-miR-1281 with sequence UCGCCUCCUCCUCUCCC. The protein sequence of the target gene is MQSTTNYLWHTDDLLGQGATASVYKARNKKSGEVVAVKVFNSASYRRPPEVQVREFEVLRRLNHQNIVKLFAVEETGGSRQKVLIMEYCSSGSLLSVLEDPENTFGLSEEEFLVVLRCVVAGMNHLRENGIVHRDIKPGNIMRLVGEEGQSIYKLSDFGAARKLDDDEKFVSVYGTEEYLHPDMYERAVLRKPQQKAFGVTVDLWSIGVTLYHAATGSLPFIPFGGPRRNKEIMYRITTEKPAGAISGTQKQENGPLEWSYSLPITCRLSMGLQNQLVPILANILEVEEDKCWGFDQFFA.... Result: 0 (no interaction). (2) The miRNA is hsa-miR-6743-3p with sequence AGCCGCUCUUCUCCCUGCCCACA. The protein sequence of the target gene is MQMDNRLPPKKVPGFCSFRYGLSFLVHCCNVIITAQRACLNLTMVVMVNSTDPHGLPNTSTKKLLDNIKNPMYNWSPDIQGIILSSTSYGVIIIQVPVGYFSGIYSTKKMIGFALCLSSVLSLLIPPAAGIGVAWVVVCRAVQGAAQGIVATAQFEIYVKWAPPLERGRLTSMSTSGFLLGPFIVLLVTGVICESLGWPMVFYIFGACGCAVCLLWFVLFYDDPKDHPCISISEKEYITSSLVQQVSSSRQSLPIKAILKSLPVWAISTGSFTFFWSHNIMTLYTPMFINSMLHVNIKEN.... Result: 0 (no interaction). (3) The miRNA is hsa-miR-302b-3p with sequence UAAGUGCUUCCAUGUUUUAGUAG. The protein sequence of the target gene is MVEADRPGKLFIGGLNTETNEKALEAVFGKYGRIVEVLLMKDRETNKSRGFAFVTFESPADAKDAARDMNGKSLDGKAIKVEQATKPSFESGRRGLPPPPRSRGPPRGLRGGRGGSGGTRGPPSRGGHMDDGGYSMNFTMSSSRGPLPVKRGPPPRSGGPPPKRSAPSGPVRSSSGLGGRAPVSRGRDGYGGPPRREPLPSRRDVYLSPRDDGYSTKDSYSSREYPSSRDTRDYAPPPRDYTYRDYGHSSSRDDYPSRGYSDRDGYGRDRDYSDHPSGGSYRDSYESYGNSRSAPPTRGP.... Result: 0 (no interaction).